From a dataset of Reaction yield outcomes from USPTO patents with 853,638 reactions. Predict the reaction yield, written as a fraction of the theoretical maximum amount of product (1.0 means a 100% yield; for example, 0.34 means a 34% yield). The reactants are Cl.[Cl:2][CH2:3]/[CH:4]=[CH:5]\[CH2:6][NH2:7].C(N(CC)C(C)C)(C)C.[C:17](O[C:17]([O:19][C:20]([CH3:23])([CH3:22])[CH3:21])=[O:18])([O:19][C:20]([CH3:23])([CH3:22])[CH3:21])=[O:18].C(=O)(O)[O-].[Na+]. The catalyst is C1COCC1.O.C(OCC)C. The product is [C:20]([O:19][C:17](=[O:18])[NH:7][CH2:6]/[CH:5]=[CH:4]\[CH2:3][Cl:2])([CH3:23])([CH3:22])[CH3:21]. The yield is 0.900.